The task is: Predict the product of the given reaction.. This data is from Forward reaction prediction with 1.9M reactions from USPTO patents (1976-2016). (1) Given the reactants [CH3:1][C:2]1([CH3:14])[C:6]([CH3:8])([CH3:7])[O:5][B:4]([C:9]2[CH:10]=[N:11][NH:12][CH:13]=2)[O:3]1.C(=O)([O-])[O-].[Cs+].[Cs+].Br[CH:22]1[CH2:26][CH2:25][CH2:24][CH2:23]1, predict the reaction product. The product is: [CH:22]1([N:12]2[CH:13]=[C:9]([B:4]3[O:5][C:6]([CH3:7])([CH3:8])[C:2]([CH3:14])([CH3:1])[O:3]3)[CH:10]=[N:11]2)[CH2:26][CH2:25][CH2:24][CH2:23]1. (2) Given the reactants [OH:1][C:2]1[CH:3]=[C:4]([CH:6]=[CH:7][CH:8]=1)[NH2:5].Cl[C:10]1[N:15]=[C:14]([NH:16][C:17]2[CH:22]=[CH:21][CH:20]=[C:19]([O:23][C:24]([F:27])([F:26])[F:25])[CH:18]=2)[C:13]([F:28])=[CH:12][N:11]=1, predict the reaction product. The product is: [F:28][C:13]1[C:14]([NH:16][C:17]2[CH:22]=[CH:21][CH:20]=[C:19]([O:23][C:24]([F:27])([F:25])[F:26])[CH:18]=2)=[N:15][C:10]([NH:5][C:4]2[CH:6]=[CH:7][CH:8]=[C:2]([OH:1])[CH:3]=2)=[N:11][CH:12]=1. (3) Given the reactants [CH2:1]=[CH:2][C:3]1[CH:8]=[CH:7][CH:6]=[CH:5][CH:4]=1.C=CC=C, predict the reaction product. The product is: [CH2:1]=[CH:2][CH:3]=[CH2:4].[CH2:1]=[CH:2][C:3]1[CH:8]=[CH:7][CH:6]=[CH:5][CH:4]=1.